Dataset: Forward reaction prediction with 1.9M reactions from USPTO patents (1976-2016). Task: Predict the product of the given reaction. (1) Given the reactants C(NC(C)C)(C)C.C([Li])CCC.[Cl:13][C:14]1[CH:15]=[N:16][CH:17]=[C:18]([Cl:20])[CH:19]=1.[CH:21](=[O:23])[CH3:22], predict the reaction product. The product is: [Cl:13][C:14]1[CH:15]=[N:16][CH:17]=[C:18]([Cl:20])[C:19]=1[CH:21]([OH:23])[CH3:22]. (2) Given the reactants [CH2:1]([CH:3]1[CH2:8][CH2:7][CH2:6][CH:5]([CH2:9][CH3:10])[N:4]1[CH2:11][C@@H:12]([OH:25])[CH2:13][N:14]1C(=O)C2C(=CC=CC=2)C1=O)[CH3:2].O.NN, predict the reaction product. The product is: [NH2:14][CH2:13][C@H:12]([OH:25])[CH2:11][N:4]1[CH:3]([CH2:1][CH3:2])[CH2:8][CH2:7][CH2:6][CH:5]1[CH2:9][CH3:10]. (3) Given the reactants I[C:2]1[N:3]=[CH:4][N:5]([S:7]([N:10]([CH3:12])[CH3:11])(=[O:9])=[O:8])[CH:6]=1.C([Mg]Br)C.[CH3:17][O:18][C:19]1[C:20]([N+:30]([O-:32])=[O:31])=[C:21]2[C:26](=[CH:27][CH:28]=1)[C:25](=[O:29])[CH2:24][CH2:23][CH2:22]2.[Cl-].[NH4+], predict the reaction product. The product is: [OH:29][C:25]1([C:2]2[N:3]=[CH:4][N:5]([S:7]([N:10]([CH3:12])[CH3:11])(=[O:9])=[O:8])[CH:6]=2)[C:26]2[C:21](=[C:20]([N+:30]([O-:32])=[O:31])[C:19]([O:18][CH3:17])=[CH:28][CH:27]=2)[CH2:22][CH2:23][CH2:24]1. (4) Given the reactants [F:1][C:2]([F:26])([F:25])[C:3]1[CH:24]=[CH:23][C:6]([CH:7]=[C:8]2[C:14]3[CH:15]=[CH:16][CH:17]=[CH:18][C:13]=3[CH2:12][CH2:11][C:10]3[CH:19]=[CH:20][CH:21]=[CH:22][C:9]2=3)=[CH:5][CH:4]=1.C(OCC)(=O)C.[H][H], predict the reaction product. The product is: [F:1][C:2]([F:25])([F:26])[C:3]1[CH:24]=[CH:23][C:6]([CH2:7][CH:8]2[C:14]3=[CH:15][CH:16]=[CH:17][CH2:18][C:13]3=[CH:12][CH2:11][C:10]3[CH:19]=[CH:20][CH:21]=[CH:22][C:9]2=3)=[CH:5][CH:4]=1.